This data is from Reaction yield outcomes from USPTO patents with 853,638 reactions. The task is: Predict the reaction yield, written as a fraction of the theoretical maximum amount of product (1.0 means a 100% yield; for example, 0.34 means a 34% yield). (1) The reactants are [CH:1]([C:4]1[CH:9]=[C:8]([O:10][CH3:11])[C:7]([C:12]([F:15])([F:14])[F:13])=[CH:6][C:5]=1S(C1C=CC(C)=CC=1)(=O)=O)([CH3:3])[CH3:2].[OH-:26].[Na+].Cl. The catalyst is CO.O. The product is [CH:1]([C:4]1[CH:9]=[C:8]([O:10][CH3:11])[C:7]([C:12]([F:15])([F:14])[F:13])=[CH:6][C:5]=1[OH:26])([CH3:3])[CH3:2]. The yield is 0.810. (2) The reactants are [OH-:1].[Li+].OO.C([C@H]1COC(=O)N1[C:18](=[O:47])[C@H:19]([CH:44]([CH3:46])[CH3:45])[CH2:20]/[CH:21]=[CH:22]/[CH2:23][CH:24]([C:28](=[O:43])[C:29]1[CH:34]=[CH:33][C:32]([O:35][CH3:36])=[C:31]([O:37][CH2:38][CH2:39][CH2:40][O:41][CH3:42])[CH:30]=1)[CH:25]([CH3:27])[CH3:26])C1C=CC=CC=1.S([O-])([O-])(=O)=S.[Na+].[Na+]. The product is [CH:44]([C@H:19]([CH2:20]/[CH:21]=[CH:22]/[CH2:23][CH:24]([C:28](=[O:43])[C:29]1[CH:34]=[CH:33][C:32]([O:35][CH3:36])=[C:31]([O:37][CH2:38][CH2:39][CH2:40][O:41][CH3:42])[CH:30]=1)[CH:25]([CH3:27])[CH3:26])[C:18]([OH:47])=[O:1])([CH3:45])[CH3:46]. The yield is 0.780. The catalyst is O1CCCC1.O.C(OCC)(=O)C. (3) The reactants are [NH2:1][CH2:2][CH:3]([OH:24])[CH2:4][O:5][C:6]1[C:11]([CH:12]2[CH2:15][CH2:14][CH2:13]2)=[CH:10][CH:9]=[C:8]([C:16]2[CH:21]=[N:20][C:19]([NH2:22])=[CH:18][N:17]=2)[C:7]=1[F:23].Cl[C:26]1[N:31]=[CH:30][CH:29]=[CH:28][N:27]=1.C([O-])([O-])=O.[Cs+].[Cs+].CN(C=O)C. The catalyst is O. The product is [NH2:22][C:19]1[N:20]=[CH:21][C:16]([C:8]2[C:7]([F:23])=[C:6]([C:11]([CH:12]3[CH2:15][CH2:14][CH2:13]3)=[CH:10][CH:9]=2)[O:5][CH2:4][CH:3]([OH:24])[CH2:2][NH:1][C:26]2[N:31]=[CH:30][CH:29]=[CH:28][N:27]=2)=[N:17][CH:18]=1. The yield is 0.550. (4) The product is [CH2:19]([N:8]([CH2:1][C:2]1[CH:3]=[CH:4][CH:5]=[CH:6][CH:7]=1)[C@@H:9]([CH2:12][C:13]1[CH:14]=[CH:15][CH:16]=[CH:17][CH:18]=1)[CH:10]=[O:11])[C:20]1[CH:21]=[CH:22][CH:23]=[CH:24][CH:25]=1. The yield is 0.900. The reactants are [CH2:1]([N:8]([CH2:19][C:20]1[CH:25]=[CH:24][CH:23]=[CH:22][CH:21]=1)[C@@H:9]([CH2:12][C:13]1[CH:18]=[CH:17][CH:16]=[CH:15][CH:14]=1)[CH2:10][OH:11])[C:2]1[CH:7]=[CH:6][CH:5]=[CH:4][CH:3]=1.CCN(CC)CC. The catalyst is CS(C)=O.O.CCOC(C)=O. (5) The reactants are [Br:1][C:2]1[CH:3]=[N:4][N:5]2[C:10](Cl)=[CH:9][C:8]([C:12]3[CH:17]=[CH:16][CH:15]=[CH:14][C:13]=3[Cl:18])=[N:7][C:6]=12.[C:19]([O:23][C:24]([N:26]1[CH2:31][CH2:30][CH2:29][CH2:28][CH:27]1[CH2:32][CH2:33][NH2:34])=[O:25])([CH3:22])([CH3:21])[CH3:20].C(N(C(C)C)CC)(C)C. The catalyst is O1CCOCC1. The product is [C:19]([O:23][C:24]([N:26]1[CH2:31][CH2:30][CH2:29][CH2:28][CH:27]1[CH2:32][CH2:33][NH:34][C:10]1[N:5]2[N:4]=[CH:3][C:2]([Br:1])=[C:6]2[N:7]=[C:8]([C:12]2[CH:17]=[CH:16][CH:15]=[CH:14][C:13]=2[Cl:18])[CH:9]=1)=[O:25])([CH3:22])([CH3:21])[CH3:20]. The yield is 0.790. (6) The reactants are [N+:1]([C:4]1[CH:5]=[C:6]([O:18][C:19]([F:22])([F:21])[F:20])[CH:7]=[C:8]2[C:12]=1[NH:11][C:10]([C:13]([O:15][CH2:16][CH3:17])=[O:14])=[CH:9]2)([O-])=O. The catalyst is [C].[Pd].O1CCCC1. The product is [NH2:1][C:4]1[CH:5]=[C:6]([O:18][C:19]([F:22])([F:20])[F:21])[CH:7]=[C:8]2[C:12]=1[NH:11][C:10]([C:13]([O:15][CH2:16][CH3:17])=[O:14])=[CH:9]2. The yield is 0.950. (7) The reactants are I[C:2]1[CH:7]=[CH:6][CH:5]=[CH:4][C:3]=1[N+:8]([O-])=O.[C:11]([NH:19][C:20]1[CH:25]=[CH:24][CH:23]=[CH:22][CH:21]=1)(=O)[C:12]1[CH:17]=[CH:16][CH:15]=[CH:14][CH:13]=1. No catalyst specified. The product is [C:3]1([N:8]2[C:21]3[CH:22]=[CH:23][CH:24]=[CH:25][C:20]=3[N:19]=[C:11]2[C:12]2[CH:17]=[CH:16][CH:15]=[CH:14][CH:13]=2)[CH:4]=[CH:5][CH:6]=[CH:7][CH:2]=1. The yield is 0.830. (8) The reactants are [Br:1][C:2]1[CH:7]=[CH:6][C:5]([S:8](Cl)(=[O:10])=[O:9])=[CH:4][CH:3]=1.[NH:12]1[CH2:17][CH2:16][O:15][CH2:14][CH2:13]1. The catalyst is ClCCl. The product is [Br:1][C:2]1[CH:7]=[CH:6][C:5]([S:8]([N:12]2[CH2:17][CH2:16][O:15][CH2:14][CH2:13]2)(=[O:10])=[O:9])=[CH:4][CH:3]=1. The yield is 0.280.